From a dataset of Full USPTO retrosynthesis dataset with 1.9M reactions from patents (1976-2016). Predict the reactants needed to synthesize the given product. (1) Given the product [Cl:7][C:8]1[C:18]2[N:17]3[C:19]([C:22]([F:25])([F:23])[F:24])=[N:20][N:21]=[C:16]3[C@@H:15]([CH2:26][C:27]([OH:29])=[O:28])[O:14][C@H:13]([C:32]3[CH:37]=[CH:36][CH:35]=[C:34]([O:38][CH3:39])[C:33]=3[O:40][CH3:41])[C:12]=2[CH:11]=[CH:10][CH:9]=1, predict the reactants needed to synthesize it. The reactants are: O1CCOCC1.[Cl:7][C:8]1[C:18]2[N:17]3[C:19]([C:22]([F:25])([F:24])[F:23])=[N:20][N:21]=[C:16]3[C@@H:15]([CH2:26][C:27]([O:29]CC)=[O:28])[O:14][C@H:13]([C:32]3[CH:37]=[CH:36][CH:35]=[C:34]([O:38][CH3:39])[C:33]=3[O:40][CH3:41])[C:12]=2[CH:11]=[CH:10][CH:9]=1.Cl. (2) Given the product [F:48][C:36]1[CH:37]=[C:38]([N:41]2[CH:46]=[CH:45][CH:44]=[CH:43][C:42]2=[O:47])[CH:39]=[CH:40][C:35]=1[NH:34][C:33]([N:8]1[CH2:12][CH2:11][C@H:10]([CH2:13][NH:14][C:15]([C:17]2[O:18][C:19]([Br:22])=[CH:20][CH:21]=2)=[O:16])[CH2:9]1)=[O:32], predict the reactants needed to synthesize it. The reactants are: FC(F)(F)C(O)=O.[NH:8]1[CH2:12][CH2:11][C@H:10]([CH2:13][NH:14][C:15]([C:17]2[O:18][C:19]([Br:22])=[CH:20][CH:21]=2)=[O:16])[CH2:9]1.[N+](C1C=CC([O:32][C:33](=O)[NH:34][C:35]2[CH:40]=[CH:39][C:38]([N:41]3[CH:46]=[CH:45][CH:44]=[CH:43][C:42]3=[O:47])=[CH:37][C:36]=2[F:48])=CC=1)([O-])=O. (3) Given the product [F:1][C:2]1[CH:7]=[CH:6][CH:5]=[C:4]([F:8])[C:3]=1[N:9]1[C:14]2[N:15]=[C:16]([NH:37][CH2:38][CH2:39][CH2:40][N:41]([CH2:49][CH3:50])[C:42](=[O:48])[O:43][C:44]([CH3:45])([CH3:46])[CH3:47])[N:17]=[C:18]([C:19]3[CH:20]=[C:21]([C:22]([NH:24][CH2:25][CH2:26][CH3:27])=[O:23])[CH:28]=[CH:29][C:30]=3[CH3:31])[C:13]=2[CH2:12][NH:11][C:10]1=[O:36], predict the reactants needed to synthesize it. The reactants are: [F:1][C:2]1[CH:7]=[CH:6][CH:5]=[C:4]([F:8])[C:3]=1[N:9]1[C:14]2[N:15]=[C:16](S(C)(=O)=O)[N:17]=[C:18]([C:19]3[CH:20]=[C:21]([CH:28]=[CH:29][C:30]=3[CH3:31])[C:22]([NH:24][CH2:25][CH2:26][CH3:27])=[O:23])[C:13]=2[CH2:12][NH:11][C:10]1=[O:36].[NH2:37][CH2:38][CH2:39][CH2:40][N:41]([CH2:49][CH3:50])[C:42](=[O:48])[O:43][C:44]([CH3:47])([CH3:46])[CH3:45].C(N(CC)CC)C.CCOC(C)=O. (4) Given the product [C:1]([O:5][C:6](=[O:20])[NH:7][C:8]1[CH:13]=[C:12]([N:22]([CH3:23])[CH3:21])[C:11]([C:15]#[N:16])=[CH:10][C:9]=1[N+:17]([O-:19])=[O:18])([CH3:4])([CH3:3])[CH3:2], predict the reactants needed to synthesize it. The reactants are: [C:1]([O:5][C:6](=[O:20])[NH:7][C:8]1[CH:13]=[C:12](F)[C:11]([C:15]#[N:16])=[CH:10][C:9]=1[N+:17]([O-:19])=[O:18])([CH3:4])([CH3:3])[CH3:2].[CH3:21][NH:22][CH3:23]. (5) Given the product [F:13][C:4]1[CH:3]=[C:2]([CH:15]([CH3:21])[C:16]([O:18][CH2:19][CH3:20])=[O:17])[CH:7]=[CH:6][C:5]=1[CH2:8][S:9]([CH3:12])(=[O:11])=[O:10], predict the reactants needed to synthesize it. The reactants are: Br[C:2]1[CH:7]=[CH:6][C:5]([CH2:8][S:9]([CH3:12])(=[O:11])=[O:10])=[C:4]([F:13])[CH:3]=1.Cl[CH:15]([CH3:21])[C:16]([O:18][CH2:19][CH3:20])=[O:17].Cl. (6) Given the product [NH2:8][C:5]1[O:6][CH2:7][C:2]([F:1])([F:18])[C@@:3]2([C:16]3[C:11](=[CH:12][CH:13]=[C:14]([NH:17][C:26](=[O:27])[C:23]4[CH:22]=[CH:21][C:20]([F:19])=[CH:25][N:24]=4)[CH:15]=3)[CH2:10][CH2:9]2)[N:4]=1, predict the reactants needed to synthesize it. The reactants are: [F:1][C:2]1([F:18])[CH2:7][O:6][C:5]([NH2:8])=[N:4][C@@:3]21[C:16]1[C:11](=[CH:12][CH:13]=[C:14]([NH2:17])[CH:15]=1)[CH2:10][CH2:9]2.[F:19][C:20]1[CH:21]=[CH:22][C:23]([C:26](O)=[O:27])=[N:24][CH:25]=1. (7) Given the product [F:1][C:2]1[CH:3]=[C:4]2[C:9](=[CH:10][C:11]=1[F:12])[N:8]=[C:7]([C:13]([OH:15])=[O:14])[C:6]([OH:18])=[N:5]2, predict the reactants needed to synthesize it. The reactants are: [F:1][C:2]1[CH:3]=[C:4]2[C:9](=[CH:10][C:11]=1[F:12])[N:8]=[C:7]([C:13]([O:15]CC)=[O:14])[C:6]([OH:18])=[N:5]2.O.[OH-].[Li+].Cl.